This data is from Full USPTO retrosynthesis dataset with 1.9M reactions from patents (1976-2016). The task is: Predict the reactants needed to synthesize the given product. Given the product [CH3:22][C:21]([O:20][CH2:19][C@H:17]1[O:18][C@@H:5]([O:4][C:1]([CH3:2])=[O:3])[C@H:6]([NH2:24])[C@@H:7]([O:8][C:9]([CH3:10])=[O:11])[C@@H:12]1[O:13][C:14]([CH3:15])=[O:16])=[O:23].[ClH:34], predict the reactants needed to synthesize it. The reactants are: [C:1]([O:4][CH:5]1[O:18][C@H:17]([CH2:19][O:20][C:21](=[O:23])[CH3:22])[C@@H:12]([O:13][C:14](=[O:16])[CH3:15])[C@H:7]([O:8][C:9](=[O:11])[CH3:10])[C@H:6]1[N:24]=CC1C=CC(OC)=CC=1)(=[O:3])[CH3:2].[ClH:34].